Dataset: Forward reaction prediction with 1.9M reactions from USPTO patents (1976-2016). Task: Predict the product of the given reaction. (1) Given the reactants Cl[C:2]1[CH:11]=[C:10]([Cl:12])[C:9]2[C:4](=[C:5]([CH3:15])[C:6]([O:13][CH3:14])=[CH:7][CH:8]=2)[N:3]=1.[CH2:16]([N:23]1[CH:27]=[C:26](B2OC(C)(C)C(C)(C)O2)[CH:25]=[N:24]1)[C:17]1[CH:22]=[CH:21][CH:20]=[CH:19][CH:18]=1.ClC1C2C(=C(C)C(OC)=CC=2)N=C(C2C=NN(CC)C=2)C=1, predict the reaction product. The product is: [CH2:16]([N:23]1[CH:27]=[C:26]([C:2]2[CH:11]=[C:10]([Cl:12])[C:9]3[C:4](=[C:5]([CH3:15])[C:6]([O:13][CH3:14])=[CH:7][CH:8]=3)[N:3]=2)[CH:25]=[N:24]1)[C:17]1[CH:22]=[CH:21][CH:20]=[CH:19][CH:18]=1. (2) The product is: [F:8][C:6]1[CH:5]=[CH:4][C:3]([N+:9]([O-:11])=[O:10])=[C:2]([NH:12][CH:13]2[CH2:16][CH:15]([C:17]#[N:18])[CH2:14]2)[CH:7]=1. Given the reactants F[C:2]1[CH:7]=[C:6]([F:8])[CH:5]=[CH:4][C:3]=1[N+:9]([O-:11])=[O:10].[NH2:12][CH:13]1[CH2:16][CH:15]([C:17]#[N:18])[CH2:14]1.CCN(C(C)C)C(C)C, predict the reaction product.